This data is from Reaction yield outcomes from USPTO patents with 853,638 reactions. The task is: Predict the reaction yield, written as a fraction of the theoretical maximum amount of product (1.0 means a 100% yield; for example, 0.34 means a 34% yield). The reactants are CN.[CH2:3]([N:5](CC)CC)C.Cl.[F:11][C:12]([F:46])([F:45])[C:13]1[CH:18]=[C:17]([C:19]2[CH:24]=[CH:23][C:22]([C:25]([F:28])([F:27])[F:26])=[CH:21][CH:20]=2)[N:16]=[C:15]([C:29]2[CH:34]=[CH:33][N:32]=[C:31]([C:35]3[CH:36]=[C:37]([S:41](Cl)(=[O:43])=[O:42])[CH:38]=[CH:39][CH:40]=3)[CH:30]=2)[N:14]=1. The catalyst is C1COCC1. The product is [CH3:3][NH:5][S:41]([C:37]1[CH:38]=[CH:39][CH:40]=[C:35]([C:31]2[CH:30]=[C:29]([C:15]3[N:14]=[C:13]([C:12]([F:46])([F:45])[F:11])[CH:18]=[C:17]([C:19]4[CH:24]=[CH:23][C:22]([C:25]([F:28])([F:27])[F:26])=[CH:21][CH:20]=4)[N:16]=3)[CH:34]=[CH:33][N:32]=2)[CH:36]=1)(=[O:43])=[O:42]. The yield is 0.920.